Dataset: NCI-60 drug combinations with 297,098 pairs across 59 cell lines. Task: Regression. Given two drug SMILES strings and cell line genomic features, predict the synergy score measuring deviation from expected non-interaction effect. (1) Drug 1: B(C(CC(C)C)NC(=O)C(CC1=CC=CC=C1)NC(=O)C2=NC=CN=C2)(O)O. Drug 2: N.N.Cl[Pt+2]Cl. Cell line: HS 578T. Synergy scores: CSS=66.8, Synergy_ZIP=-2.14, Synergy_Bliss=0.481, Synergy_Loewe=-31.6, Synergy_HSA=0.321. (2) Drug 1: CN1CCC(CC1)COC2=C(C=C3C(=C2)N=CN=C3NC4=C(C=C(C=C4)Br)F)OC. Drug 2: CC1=C(C=C(C=C1)C(=O)NC2=CC(=CC(=C2)C(F)(F)F)N3C=C(N=C3)C)NC4=NC=CC(=N4)C5=CN=CC=C5. Cell line: RPMI-8226. Synergy scores: CSS=-3.83, Synergy_ZIP=3.77, Synergy_Bliss=4.76, Synergy_Loewe=-5.75, Synergy_HSA=-3.16. (3) Drug 1: C#CCC(CC1=CN=C2C(=N1)C(=NC(=N2)N)N)C3=CC=C(C=C3)C(=O)NC(CCC(=O)O)C(=O)O. Drug 2: C1C(C(OC1N2C=NC3=C2NC=NCC3O)CO)O. Cell line: T-47D. Synergy scores: CSS=6.19, Synergy_ZIP=-1.65, Synergy_Bliss=1.43, Synergy_Loewe=2.65, Synergy_HSA=2.66. (4) Drug 1: C1CCN(CC1)CCOC2=CC=C(C=C2)C(=O)C3=C(SC4=C3C=CC(=C4)O)C5=CC=C(C=C5)O. Drug 2: CN1CCC(CC1)COC2=C(C=C3C(=C2)N=CN=C3NC4=C(C=C(C=C4)Br)F)OC. Cell line: SK-MEL-28. Synergy scores: CSS=-1.58, Synergy_ZIP=4.16, Synergy_Bliss=6.22, Synergy_Loewe=-3.35, Synergy_HSA=-1.84.